Dataset: Full USPTO retrosynthesis dataset with 1.9M reactions from patents (1976-2016). Task: Predict the reactants needed to synthesize the given product. (1) The reactants are: [C:1]([O:9][C@@H:10]1[C@@H:18]([CH:19]([F:21])[F:20])[O:17][C@H:16]2[C@H:12]([N:13]=[C:14]([N:22](CC=C)[C:23]([O:25][C:26]([CH3:29])([CH3:28])[CH3:27])=[O:24])[S:15]2)[C@H:11]1[O:33][C:34](=[O:41])[C:35]1[CH:40]=[CH:39][CH:38]=[CH:37][CH:36]=1)(=[O:8])[C:2]1[CH:7]=[CH:6][CH:5]=[CH:4][CH:3]=1.C(O)=O.CCN(CC)CC. Given the product [C:1]([O:9][C@@H:10]1[C@@H:18]([CH:19]([F:20])[F:21])[O:17][C@H:16]2[C@H:12]([N:13]=[C:14]([NH:22][C:23]([O:25][C:26]([CH3:29])([CH3:28])[CH3:27])=[O:24])[S:15]2)[C@H:11]1[O:33][C:34](=[O:41])[C:35]1[CH:40]=[CH:39][CH:38]=[CH:37][CH:36]=1)(=[O:8])[C:2]1[CH:3]=[CH:4][CH:5]=[CH:6][CH:7]=1, predict the reactants needed to synthesize it. (2) Given the product [Br:12][C:13]1[CH:14]=[C:15]([O:19][C:2]([CH3:3])([CH3:1])[CH3:4])[CH:16]=[CH:17][CH:18]=1, predict the reactants needed to synthesize it. The reactants are: [CH3:1][C:2](=[CH2:4])[CH3:3].C(=O)=O.CC(C)=O.[Br:12][C:13]1[CH:14]=[C:15]([OH:19])[CH:16]=[CH:17][CH:18]=1.FC(F)(F)S(O)(=O)=O.C(N(CC)CC)C. (3) Given the product [F:10][C:4]1[CH:5]=[N:6][CH:7]=[C:8]([F:9])[C:3]=1[CH2:2][O:17][C:18]1[C:19]2[N:20]([C:24]([C:28]([O:30][CH2:31][CH3:32])=[O:29])=[C:25]([CH3:27])[N:26]=2)[CH:21]=[CH:22][CH:23]=1, predict the reactants needed to synthesize it. The reactants are: Cl[CH2:2][C:3]1[C:8]([F:9])=[CH:7][N:6]=[CH:5][C:4]=1[F:10].C(=O)([O-])[O-].[Cs+].[Cs+].[OH:17][C:18]1[C:19]2[N:20]([C:24]([C:28]([O:30][CH2:31][CH3:32])=[O:29])=[C:25]([CH3:27])[N:26]=2)[CH:21]=[CH:22][CH:23]=1. (4) The reactants are: [I-].[CH3:2][S+](C)(C)=O.[H-].[Na+].[CH3:9][O:10][N:11]([CH3:22])[C:12](=[O:21])/[CH:13]=[CH:14]/[C:15]1[CH:20]=[CH:19][CH:18]=[CH:17][N:16]=1. Given the product [CH3:9][O:10][N:11]([CH3:22])[C:12]([C@@H:13]1[CH2:2][C@H:14]1[C:15]1[CH:20]=[CH:19][CH:18]=[CH:17][N:16]=1)=[O:21], predict the reactants needed to synthesize it. (5) Given the product [C:13]([CH2:2][C:3]1[CH:4]=[C:5]([CH:10]=[CH:11][CH:12]=1)[C:6]([O:8][CH3:9])=[O:7])#[N:14], predict the reactants needed to synthesize it. The reactants are: Br[CH2:2][C:3]1[CH:4]=[C:5]([CH:10]=[CH:11][CH:12]=1)[C:6]([O:8][CH3:9])=[O:7].[C-:13]#[N:14].[K+]. (6) Given the product [CH3:1][O:2][C:3]([C:5]1[S:6][C:7]([C:14]2[CH2:15][C:16]([C:21]3[CH:26]=[C:25]([Cl:27])[CH:24]=[C:23]([Cl:28])[CH:22]=3)([C:17]([F:20])([F:19])[F:18])[O:30][N:32]=2)=[C:8]2[CH2:13][CH2:12][CH2:11][CH2:10][C:9]=12)=[O:4], predict the reactants needed to synthesize it. The reactants are: [CH3:1][O:2][C:3]([C:5]1[S:6][C:7]([C:14](=O)[CH:15]=[C:16]([C:21]2[CH:26]=[C:25]([Cl:27])[CH:24]=[C:23]([Cl:28])[CH:22]=2)[C:17]([F:20])([F:19])[F:18])=[C:8]2[CH2:13][CH2:12][CH2:11][CH2:10][C:9]=12)=[O:4].[OH-:30].[Na+].[NH2:32]O.Cl.